This data is from Reaction yield outcomes from USPTO patents with 853,638 reactions. The task is: Predict the reaction yield, written as a fraction of the theoretical maximum amount of product (1.0 means a 100% yield; for example, 0.34 means a 34% yield). The reactants are [Cl:1][C:2]1[C:3]([C:8]([F:11])([F:10])[F:9])=[N:4][NH:5][C:6]=1[CH3:7].Br[CH2:13][C:14]([O:16]CC)=[O:15].C(=O)([O-])[O-].[K+].[K+]. The catalyst is CN(C=O)C.O. The product is [Cl:1][C:2]1[C:3]([C:8]([F:9])([F:11])[F:10])=[N:4][N:5]([CH2:13][C:14]([OH:16])=[O:15])[C:6]=1[CH3:7]. The yield is 0.840.